Dataset: Full USPTO retrosynthesis dataset with 1.9M reactions from patents (1976-2016). Task: Predict the reactants needed to synthesize the given product. (1) Given the product [CH2:1]([N:8]1[CH:9]([C:10]2[CH:15]=[CH:14][CH:13]=[CH:12][CH:11]=2)[CH:18]([C:19]([O:21][CH2:22][CH3:23])=[O:20])[N:16]=[CH:17]1)[C:2]1[CH:7]=[CH:6][CH:5]=[CH:4][CH:3]=1, predict the reactants needed to synthesize it. The reactants are: [CH:1](=[N:8][CH2:9][C:10]1[CH:15]=[CH:14][CH:13]=[CH:12][CH:11]=1)[C:2]1[CH:7]=[CH:6][CH:5]=[CH:4][CH:3]=1.[N+:16]([CH2:18][C:19]([O:21][CH2:22][CH3:23])=[O:20])#[C-:17]. (2) Given the product [F:1][C:2]1[C:3]([F:12])=[CH:4][C:5]2[S:9][C:8](=[N:10][C:19](=[O:20])[C:18]3[CH:22]=[CH:23][C:15]([O:14][CH3:13])=[CH:16][CH:17]=3)[N:7]([CH:25]([CH2:30][CH3:31])[C:26]([OH:28])=[O:27])[C:6]=2[CH:11]=1, predict the reactants needed to synthesize it. The reactants are: [F:1][C:2]1[C:3]([F:12])=[CH:4][C:5]2[S:9][C:8]([NH2:10])=[N:7][C:6]=2[CH:11]=1.[CH3:13][O:14][C:15]1[CH:23]=[CH:22][C:18]([C:19](Cl)=[O:20])=[CH:17][CH:16]=1.Br[CH:25]([CH2:30][CH3:31])[C:26]([O:28]C)=[O:27].COC1C=CC2N=C(N)SC=2C=1.ClC1C=C(C=CC=1)C(Cl)=O.BrCC(OCC)=O.